This data is from Reaction yield outcomes from USPTO patents with 853,638 reactions. The task is: Predict the reaction yield, written as a fraction of the theoretical maximum amount of product (1.0 means a 100% yield; for example, 0.34 means a 34% yield). The reactants are C([O:3][C:4](=[O:25])[CH2:5][C:6]1[C:7](=[O:24])[N:8]([NH:13][CH2:14][C:15]([F:23])([F:22])[C:16]2[CH:21]=[CH:20][CH:19]=[CH:18][N:17]=2)[CH2:9][CH2:10][C:11]=1[CH3:12])C.[Li+].[OH-]. The catalyst is C1COCC1.O. The product is [F:23][C:15]([F:22])([C:16]1[CH:21]=[CH:20][CH:19]=[CH:18][N:17]=1)[CH2:14][NH:13][N:8]1[CH2:9][CH2:10][C:11]([CH3:12])=[C:6]([CH2:5][C:4]([OH:25])=[O:3])[C:7]1=[O:24]. The yield is 0.860.